Dataset: Full USPTO retrosynthesis dataset with 1.9M reactions from patents (1976-2016). Task: Predict the reactants needed to synthesize the given product. (1) Given the product [OH:34][CH2:33][CH2:32][N:31]1[CH2:30][C:15]2[C:14](=[CH:19][CH:18]=[C:17]([C:20]3[CH:25]=[CH:24][C:23]([C:26]([F:27])([F:28])[F:29])=[CH:22][CH:21]=3)[CH:16]=2)[NH:13][C:5]1=[O:11], predict the reactants needed to synthesize it. The reactants are: ClC(Cl)(O[C:5](=[O:11])OC(Cl)(Cl)Cl)Cl.[NH2:13][C:14]1[CH:19]=[CH:18][C:17]([C:20]2[CH:25]=[CH:24][C:23]([C:26]([F:29])([F:28])[F:27])=[CH:22][CH:21]=2)=[CH:16][C:15]=1[CH2:30][NH:31][CH2:32][CH2:33][O:34][Si](C(C)(C)C)(C)C.C(=O)([O-])[O-].[K+].[K+]. (2) Given the product [CH:6]1([CH2:5][C@H:4]([N:12]2[CH2:16][C:15]([O:17][C:18]3[CH:23]=[CH:22][C:21]([Cl:24])=[CH:20][C:19]=3[Cl:25])=[CH:14][C:13]2=[O:26])[C:3]([OH:27])=[O:2])[CH2:11][CH2:10][CH2:9][CH2:8][CH2:7]1, predict the reactants needed to synthesize it. The reactants are: C[O:2][C:3](=[O:27])[C@@H:4]([N:12]1[CH2:16][C:15]([O:17][C:18]2[CH:23]=[CH:22][C:21]([Cl:24])=[CH:20][C:19]=2[Cl:25])=[CH:14][C:13]1=[O:26])[CH2:5][CH:6]1[CH2:11][CH2:10][CH2:9][CH2:8][CH2:7]1.[OH-].[Li+]. (3) Given the product [OH:1][C:2]1[CH:3]=[C:4]([CH:8]=[CH:9][C:10]=1[CH3:11])[C:5]([O:7][CH3:17])=[O:6], predict the reactants needed to synthesize it. The reactants are: [OH:1][C:2]1[CH:3]=[C:4]([CH:8]=[CH:9][C:10]=1[CH3:11])[C:5]([OH:7])=[O:6].S(=O)(=O)(O)O.[CH3:17]O.